This data is from Forward reaction prediction with 1.9M reactions from USPTO patents (1976-2016). The task is: Predict the product of the given reaction. (1) Given the reactants Cl[C:2]1[C:7]([C:8]#[C:9][C:10]2[CH:11]=[N:12][C:13]([NH2:16])=[CH:14][CH:15]=2)=[C:6]([CH2:17][CH3:18])[N:5]=[CH:4][N:3]=1.[C:19]([O-:22])([O-])=O.[Cs+].[Cs+].[CH3:25][OH:26].CO[CH2:29][CH2:30][O:31][CH3:32], predict the reaction product. The product is: [CH3:25][O:26][C:19](=[O:22])[C:29]1[CH:2]=[CH:7][C:6]([C:2]2[C:7]([C:8]#[C:9][C:10]3[CH:11]=[N:12][C:13]([NH2:16])=[CH:14][CH:15]=3)=[C:6]([CH2:17][CH3:18])[N:5]=[CH:4][N:3]=2)=[CH:17][C:30]=1[O:31][CH3:32]. (2) Given the reactants [O:1]1[C:5]2[CH:6]=[CH:7][C:8]([C:10]([OH:12])=O)=[CH:9][C:4]=2[CH:3]=[CH:2]1.O[N:14]=[C:15]([NH2:22])[C:16]1[CH:21]=[CH:20][CH:19]=[N:18][CH:17]=1.N, predict the reaction product. The product is: [O:1]1[C:5]2[CH:6]=[CH:7][C:8]([C:10]3[O:12][N:22]=[C:15]([C:16]4[CH:17]=[N:18][CH:19]=[CH:20][CH:21]=4)[N:14]=3)=[CH:9][C:4]=2[CH:3]=[CH:2]1.